From a dataset of Catalyst prediction with 721,799 reactions and 888 catalyst types from USPTO. Predict which catalyst facilitates the given reaction. (1) Reactant: Cl[C:2]1[C:11]2[C:6](=[CH:7][N:8]=[C:9]([F:12])[CH:10]=2)[N:5]=[CH:4][C:3]=1[C:13]#[N:14].[Cl:15][C:16]1[CH:17]=[C:18]([CH:20]=[CH:21][C:22]=1[F:23])[NH2:19]. Product: [Cl:15][C:16]1[CH:17]=[C:18]([NH:19][C:2]2[C:11]3[C:6](=[CH:7][N:8]=[C:9]([F:12])[CH:10]=3)[N:5]=[CH:4][C:3]=2[C:13]#[N:14])[CH:20]=[CH:21][C:22]=1[F:23]. The catalyst class is: 57. (2) Reactant: Cl[C:2]1[C:3]([C:10]2[CH:11]=[N:12][C:13]([C:16]([F:19])([F:18])[F:17])=[CH:14][CH:15]=2)=[CH:4][C:5]([C:8]#[N:9])=[N:6][CH:7]=1.[Zn](C)[CH3:21]. Product: [CH3:21][C:2]1[C:3]([C:10]2[CH:11]=[N:12][C:13]([C:16]([F:19])([F:18])[F:17])=[CH:14][CH:15]=2)=[CH:4][C:5]([C:8]#[N:9])=[N:6][CH:7]=1. The catalyst class is: 75. (3) Reactant: [C:1]([C:5]1[CH:6]=[C:7]2[C:11](=[CH:12][CH:13]=1)[CH:10]([NH2:14])[CH2:9][CH2:8]2)([CH3:4])([CH3:3])[CH3:2].C(N[C@@H](C(O)=O)CC(C)C)(=O)C. Product: [C:1]([C:5]1[CH:6]=[C:7]2[C:11](=[CH:12][CH:13]=1)[C@H:10]([NH2:14])[CH2:9][CH2:8]2)([CH3:4])([CH3:2])[CH3:3]. The catalyst class is: 5.